This data is from Peptide-MHC class II binding affinity with 134,281 pairs from IEDB. The task is: Regression. Given a peptide amino acid sequence and an MHC pseudo amino acid sequence, predict their binding affinity value. This is MHC class II binding data. (1) The peptide sequence is EHREVLWKFDSQLAHRH. The MHC is DRB1_1302 with pseudo-sequence DRB1_1302. The binding affinity (normalized) is 0.244. (2) The peptide sequence is LLDILDTAGLEEYSAMRD. The MHC is HLA-DQA10501-DQB10201 with pseudo-sequence HLA-DQA10501-DQB10201. The binding affinity (normalized) is 0.583. (3) The peptide sequence is GELEFEEFVSLASRF. The MHC is HLA-DQA10301-DQB10301 with pseudo-sequence HLA-DQA10301-DQB10301. The binding affinity (normalized) is 0.171. (4) The peptide sequence is EKKYFAATQFEPLPA. The MHC is HLA-DPA10301-DPB10402 with pseudo-sequence HLA-DPA10301-DPB10402. The binding affinity (normalized) is 0.999. (5) The peptide sequence is VLDILTANKLIRQKL. The MHC is DRB3_0101 with pseudo-sequence DRB3_0101. The binding affinity (normalized) is 0.360. (6) The MHC is HLA-DQA10201-DQB10301 with pseudo-sequence HLA-DQA10201-DQB10301. The peptide sequence is VIIMDEAHFLDPASI. The binding affinity (normalized) is 0.435.